From a dataset of Forward reaction prediction with 1.9M reactions from USPTO patents (1976-2016). Predict the product of the given reaction. (1) Given the reactants FC1C=C(F)C=CC=1C1C=C(CN2C(=O)C3=CC=CC=C3C2=O)C(=O)N(CC(C)C)N=1.[C:32]([C:35]1[C:36](=[O:58])[N:37]([CH2:49][C:50]2[CH:55]=[CH:54][C:53]([F:56])=[C:52]([F:57])[CH:51]=2)[N:38]=[C:39]([C:41]2[CH:46]=[CH:45][C:44]([F:47])=[C:43]([CH3:48])[CH:42]=2)[CH:40]=1)(O)=[O:33], predict the reaction product. The product is: [F:57][C:52]1[CH:51]=[C:50]([CH:55]=[CH:54][C:53]=1[F:56])[CH2:49][N:37]1[C:36](=[O:58])[C:35]([CH2:32][OH:33])=[CH:40][C:39]([C:41]2[CH:46]=[CH:45][C:44]([F:47])=[C:43]([CH3:48])[CH:42]=2)=[N:38]1. (2) Given the reactants [Br:1]/[CH:2]=[CH:3]\[CH2:4][O:5][C:6]1[CH:13]=[CH:12][C:9]([CH:10]=O)=[CH:8][CH:7]=1.[CH3:14][C:15]1[C:21]([N+:22]([O-:24])=[O:23])=[CH:20][CH:19]=[CH:18][C:16]=1[NH2:17], predict the reaction product. The product is: [Br:1]/[CH:2]=[CH:3]\[CH2:4][O:5][C:6]1[CH:13]=[CH:12][C:9]([CH2:10][NH:17][C:16]2[CH:18]=[CH:19][CH:20]=[C:21]([N+:22]([O-:24])=[O:23])[C:15]=2[CH3:14])=[CH:8][CH:7]=1. (3) Given the reactants [CH:1]1([N:5]2[CH2:10][CH2:9][C:8]3([CH2:15][CH2:14][NH:13][CH2:12][CH2:11]3)[CH2:7][CH2:6]2)[CH2:4][CH2:3][CH2:2]1.Cl[C:17]1[CH:32]=[CH:31][C:20]([C:21]([O:23][CH2:24][C:25]2[CH:30]=[CH:29][CH:28]=[CH:27][CH:26]=2)=[O:22])=[CH:19][N:18]=1.C(=O)([O-])[O-].[K+].[K+].O, predict the reaction product. The product is: [CH:1]1([N:5]2[CH2:6][CH2:7][C:8]3([CH2:15][CH2:14][N:13]([C:17]4[CH:32]=[CH:31][C:20]([C:21]([O:23][CH2:24][C:25]5[CH:26]=[CH:27][CH:28]=[CH:29][CH:30]=5)=[O:22])=[CH:19][N:18]=4)[CH2:12][CH2:11]3)[CH2:9][CH2:10]2)[CH2:4][CH2:3][CH2:2]1. (4) Given the reactants [NH2:1][C:2]1[N:3]=[CH:4][C:5]([C:20]2[CH:30]=[CH:29][C:23]([C:24]([N:26]([CH3:28])[CH3:27])=[O:25])=[CH:22][CH:21]=2)=[N:6][C:7]=1[C:8]1[O:9][C:10]([C:13]2[CH:18]=[CH:17][CH:16]=[CH:15][C:14]=2Br)=[N:11][N:12]=1.[S:31]1[CH:35]=[CH:34][C:33](B(O)O)=[CH:32]1.C(=O)([O-])[O-].[Cs+].[Cs+].C1(P(C2C=CC=CC=2)C2C=CC=CC=2)C=CC=CC=1, predict the reaction product. The product is: [NH2:1][C:2]1[N:3]=[CH:4][C:5]([C:20]2[CH:30]=[CH:29][C:23]([C:24]([N:26]([CH3:28])[CH3:27])=[O:25])=[CH:22][CH:21]=2)=[N:6][C:7]=1[C:8]1[O:9][C:10]([C:13]2[CH:18]=[CH:17][CH:16]=[CH:15][C:14]=2[C:33]2[CH:34]=[CH:35][S:31][CH:32]=2)=[N:11][N:12]=1.